This data is from Full USPTO retrosynthesis dataset with 1.9M reactions from patents (1976-2016). The task is: Predict the reactants needed to synthesize the given product. (1) Given the product [CH3:1][O:2][C:3](=[O:19])[NH:4][C:5]1[O:6][C:7]2[C:13]([NH2:14])=[CH:12][CH:11]=[C:10]([O:17][CH3:18])[C:8]=2[N:9]=1, predict the reactants needed to synthesize it. The reactants are: [CH3:1][O:2][C:3](=[O:19])[NH:4][C:5]1[O:6][C:7]2[C:13]([N+:14]([O-])=O)=[CH:12][CH:11]=[C:10]([O:17][CH3:18])[C:8]=2[N:9]=1. (2) Given the product [CH:39]1([C:35]2[CH:36]=[C:37]([CH3:38])[C:32]([N:29]3[CH2:28][CH2:27][N:26]([C:24]([C:21]4[CH:22]=[CH:23][C:18]([N:11]5[C@H:10]([CH2:9][OH:8])[CH2:14][CH2:13][S:12]5(=[O:15])=[O:16])=[CH:19][C:20]=4[F:42])=[O:25])[CH2:31][CH2:30]3)=[N:33][CH:34]=2)[CH2:40][CH2:41]1, predict the reactants needed to synthesize it. The reactants are: C([O:8][CH2:9][C@@H:10]1[CH2:14][CH2:13][S:12](=[O:16])(=[O:15])[NH:11]1)C1C=CC=CC=1.Br[C:18]1[CH:23]=[CH:22][C:21]([C:24]([N:26]2[CH2:31][CH2:30][N:29]([C:32]3[C:37]([CH3:38])=[CH:36][C:35]([CH:39]4[CH2:41][CH2:40]4)=[CH:34][N:33]=3)[CH2:28][CH2:27]2)=[O:25])=[C:20]([F:42])[CH:19]=1. (3) Given the product [F:32][C:28]1[CH:27]=[C:26]([CH:31]=[CH:30][CH:29]=1)[CH2:25][NH:24][C:22](/[C:21](=[CH:13]/[CH:12]=[CH:11]/[C:10]1[CH:15]=[CH:16][C:17]([OH:18])=[C:8]([OH:7])[CH:9]=1)/[C:19]#[N:20])=[O:23], predict the reactants needed to synthesize it. The reactants are: N1CCCCC1.[OH:7][C:8]1[CH:9]=[C:10]([CH:15]=[CH:16][C:17]=1[OH:18])[CH:11]=[CH:12][CH:13]=O.[C:19]([CH2:21][C:22]([NH:24][CH2:25][C:26]1[CH:31]=[CH:30][CH:29]=[C:28]([F:32])[CH:27]=1)=[O:23])#[N:20]. (4) Given the product [NH2:11][C@H:7]([C:8]([OH:10])=[O:9])[CH2:6][CH2:5][C:3]([NH:23][CH2:19][CH3:20])=[O:4], predict the reactants needed to synthesize it. The reactants are: CO[C:3]([CH2:5][CH2:6][C@H:7]([NH2:11])[C:8]([OH:10])=[O:9])=[O:4].C(CC(=O)C)(=O)C.[CH2:19]([N:23](CCCC)CCCC)[CH2:20]CC.C(N)C. (5) Given the product [Br:1][C:2]1[CH:7]=[CH:6][C:5]([NH:8][C:9]([C:11]2[C:37]([O:38][CH2:39][CH:40]([F:42])[F:41])=[CH:36][C:14]3[N:15]([CH3:35])[C:16]([NH:18][C:19]4[CH:24]=[C:23]([CH2:25][NH2:26])[CH:22]=[CH:21][C:20]=4[Cl:34])=[N:17][C:13]=3[CH:12]=2)=[O:10])=[CH:4][CH:3]=1, predict the reactants needed to synthesize it. The reactants are: [Br:1][C:2]1[CH:7]=[CH:6][C:5]([NH:8][C:9]([C:11]2[C:37]([O:38][CH2:39][CH:40]([F:42])[F:41])=[CH:36][C:14]3[N:15]([CH3:35])[C:16]([NH:18][C:19]4[CH:24]=[C:23]([CH2:25][NH:26]C(OC(C)(C)C)=O)[CH:22]=[CH:21][C:20]=4[Cl:34])=[N:17][C:13]=3[CH:12]=2)=[O:10])=[CH:4][CH:3]=1.C(O)(C(F)(F)F)=O. (6) Given the product [CH2:1]([O:3][C:4](=[O:14])[CH2:5][C:6]1[CH:7]=[C:8]([B:15]2[O:19][C:18]([CH3:21])([CH3:20])[C:17]([CH3:23])([CH3:22])[O:16]2)[CH:9]=[C:10]([Cl:12])[CH:11]=1)[CH3:2], predict the reactants needed to synthesize it. The reactants are: [CH2:1]([O:3][C:4](=[O:14])[CH2:5][C:6]1[CH:11]=[C:10]([Cl:12])[CH:9]=[C:8](Br)[CH:7]=1)[CH3:2].[B:15]1([B:15]2[O:19][C:18]([CH3:21])([CH3:20])[C:17]([CH3:23])([CH3:22])[O:16]2)[O:19][C:18]([CH3:21])([CH3:20])[C:17]([CH3:23])([CH3:22])[O:16]1.